This data is from Forward reaction prediction with 1.9M reactions from USPTO patents (1976-2016). The task is: Predict the product of the given reaction. Given the reactants [F:1][C:2]([F:18])([F:17])[CH2:3][O:4][C:5]1[CH:14]=[CH:13][C:12]2[C:7](=[CH:8][CH:9]=[CH:10][CH:11]=2)[C:6]=1[CH2:15]O.S(Cl)([Cl:21])=O.C([O-])(O)=O.[Na+], predict the reaction product. The product is: [Cl:21][CH2:15][C:6]1[C:7]2[C:12](=[CH:11][CH:10]=[CH:9][CH:8]=2)[CH:13]=[CH:14][C:5]=1[O:4][CH2:3][C:2]([F:18])([F:17])[F:1].